Task: Predict the reaction yield, written as a fraction of the theoretical maximum amount of product (1.0 means a 100% yield; for example, 0.34 means a 34% yield).. Dataset: Reaction yield outcomes from USPTO patents with 853,638 reactions The catalyst is C1COCC1. The reactants are [F:1][C:2]1[CH:7]=[CH:6][C:5]([Mg]Br)=[CH:4][CH:3]=1.[N:10]12[CH2:17][CH2:16][C:13]([C:18]([O:20]CC)=O)([CH2:14][CH2:15]1)[CH2:12][CH2:11]2. The product is [N:10]12[CH2:11][CH2:12][C:13]([C:18]([C:5]3[CH:6]=[CH:7][C:2]([F:1])=[CH:3][CH:4]=3)([C:5]3[CH:6]=[CH:7][C:2]([F:1])=[CH:3][CH:4]=3)[OH:20])([CH2:14][CH2:15]1)[CH2:16][CH2:17]2. The yield is 0.889.